Dataset: Reaction yield outcomes from USPTO patents with 853,638 reactions. Task: Predict the reaction yield, written as a fraction of the theoretical maximum amount of product (1.0 means a 100% yield; for example, 0.34 means a 34% yield). (1) The reactants are [CH2:1]([N:5]1[C:10](=[O:11])[CH2:9][C:8](=[O:12])[N:7]([CH2:13][CH2:14][CH2:15][CH3:16])[C:6]1=[O:17])[CH2:2][CH2:3][CH3:4].C(N(C(C)C)CC)(C)C.[N:27]([CH2:30][C:31]([O:33]CC)=[O:32])=[C:28]=[O:29]. The catalyst is ClCCl. The product is [CH2:13]([N:7]1[C:8]([OH:12])=[C:9]([C:28]([NH:27][CH2:30][C:31]([OH:33])=[O:32])=[O:29])[C:10](=[O:11])[N:5]([CH2:1][CH2:2][CH2:3][CH3:4])[C:6]1=[O:17])[CH2:14][CH2:15][CH3:16]. The yield is 0.640. (2) The reactants are ClC1C=CC=C(C(OO)=[O:9])C=1.[Cl:12][C:13]1[N:17]([CH3:18])[N:16]=[C:15]([C:19]2[CH:24]=[CH:23][CH:22]=[CH:21][CH:20]=2)[C:14]=1[CH2:25][S:26][C:27]1[CH2:31][C:30]([CH3:33])([CH3:32])[O:29][N:28]=1.O. The catalyst is C(Cl)(Cl)Cl. The product is [Cl:12][C:13]1[N:17]([CH3:18])[N:16]=[C:15]([C:19]2[CH:20]=[CH:21][CH:22]=[CH:23][CH:24]=2)[C:14]=1[CH2:25][S:26]([C:27]1[CH2:31][C:30]([CH3:33])([CH3:32])[O:29][N:28]=1)=[O:9]. The yield is 0.539. (3) The reactants are Cl[C:2]1[CH:8]=[CH:7][C:6]([N+:9]([O-:11])=[O:10])=[CH:5][C:3]=1[NH2:4].[OH:12][C:13]1[CH:18]=[CH:17][C:16]([SH:19])=[CH:15][CH:14]=1.C(=O)([O-])[O-].[Cs+].[Cs+].C(OCC)(=O)C. The catalyst is CN(C)C=O. The product is [NH2:4][C:3]1[CH:5]=[C:6]([N+:9]([O-:11])=[O:10])[CH:7]=[CH:8][C:2]=1[S:19][C:16]1[CH:17]=[CH:18][C:13]([OH:12])=[CH:14][CH:15]=1. The yield is 0.460. (4) The reactants are Cl[C:2]1[CH:7]=[C:6]2[CH2:8][O:9][C:10]3[CH:39]=[C:38]4[C:13]([CH:14]=[CH:15][C:16]5[N:20]=[C:19]([C@@H:21]6[CH2:25][CH2:24][C@H:23]([CH3:26])[N:22]6[C:27](=[O:37])[C@@H:28]([NH:32][C:33](=[O:36])[O:34][CH3:35])[CH:29]([CH3:31])[CH3:30])[NH:18][C:17]=54)=[CH:12][C:11]=3[C:5]2=[CH:4][CH:3]=1.[B:40]1([B:40]2[O:44][C:43]([CH3:46])([CH3:45])[C:42]([CH3:48])([CH3:47])[O:41]2)[O:44][C:43]([CH3:46])([CH3:45])[C:42]([CH3:48])([CH3:47])[O:41]1.CC([O-])=O.[K+]. The catalyst is O1CCOCC1.C1C=CC(/C=C/C(/C=C/C2C=CC=CC=2)=O)=CC=1.C1C=CC(/C=C/C(/C=C/C2C=CC=CC=2)=O)=CC=1.C1C=CC(/C=C/C(/C=C/C2C=CC=CC=2)=O)=CC=1.[Pd].[Pd].CC(C1C=C(C(C)C)C(C2C=CC=CC=2P(C2CCCCC2)C2CCCCC2)=C(C(C)C)C=1)C. The product is [CH3:31][CH:29]([CH3:30])[C@H:28]([NH:32][C:33](=[O:36])[O:34][CH3:35])[C:27]([N:22]1[C@H:21]([C:19]2[NH:18][C:17]3[C:38]4[C:13]([CH:14]=[CH:15][C:16]=3[N:20]=2)=[CH:12][C:11]2[C:5]3[C:6]([CH2:8][O:9][C:10]=2[CH:39]=4)=[CH:7][C:2]([B:40]2[O:44][C:43]([CH3:46])([CH3:45])[C:42]([CH3:48])([CH3:47])[O:41]2)=[CH:3][CH:4]=3)[CH2:25][CH2:24][C@@H:23]1[CH3:26])=[O:37]. The yield is 0.720. (5) The reactants are [Cl:1][C:2]1[N:3]=[CH:4][C:5]2[C:10]([CH:11]=1)=[C:9]([NH2:12])[CH:8]=[CH:7][CH:6]=2.[C:13]1(=O)[CH2:17][CH2:16][C:15](=[O:18])[CH2:14]1. The catalyst is CO.CC([O-])=O.CC([O-])=O.[Pd+2].CC([O-])=O.CC([O-])=O.[Cu+2]. The product is [Cl:1][C:2]1[N:3]=[CH:4][C:5]2[CH:6]=[CH:7][C:8]3[C:14]4[C:15](=[O:18])[CH2:16][CH2:17][C:13]=4[NH:12][C:9]=3[C:10]=2[CH:11]=1. The yield is 0.350.